Dataset: Full USPTO retrosynthesis dataset with 1.9M reactions from patents (1976-2016). Task: Predict the reactants needed to synthesize the given product. (1) Given the product [CH2:2]1[N:3]([CH2:25][C:26]([OH:28])=[O:27])[CH2:4][CH2:5][N:6]([CH2:21][C:22]([OH:24])=[O:23])[CH2:7][CH2:8][N:9]([CH2:17][C:18]([OH:20])=[O:19])[CH2:10][CH2:11][N:12]([CH2:13][C:14]([OH:16])=[O:15])[CH2:1]1.[CH2:29]1[C:34](=[O:35])[N:33]([OH:36])[C:31](=[O:32])[CH:30]1[S:37]([O-:40])(=[O:39])=[O:38].[Na+:41], predict the reactants needed to synthesize it. The reactants are: [CH2:1]1[N:12]([CH2:13][C:14]([OH:16])=[O:15])[CH2:11][CH2:10][N:9]([CH2:17][C:18]([OH:20])=[O:19])[CH2:8][CH2:7][N:6]([CH2:21][C:22]([OH:24])=[O:23])[CH2:5][CH2:4][N:3]([CH2:25][C:26]([OH:28])=[O:27])[CH2:2]1.[CH2:29]1[C:34](=[O:35])[N:33]([OH:36])[C:31](=[O:32])[CH:30]1[S:37]([O-:40])(=[O:39])=[O:38].[Na+:41].C(Cl)CCl. (2) Given the product [Cl:14][CH2:2][N:3]1[CH:7]=[C:6]([C:8]([O:10][CH3:11])=[O:9])[CH:5]=[N:4]1, predict the reactants needed to synthesize it. The reactants are: O[CH2:2][N:3]1[CH:7]=[C:6]([C:8]([O:10][CH3:11])=[O:9])[CH:5]=[N:4]1.S(Cl)([Cl:14])=O.